This data is from Forward reaction prediction with 1.9M reactions from USPTO patents (1976-2016). The task is: Predict the product of the given reaction. (1) Given the reactants C(=O)([O-])[O-].[K+].[K+].[CH:7]1[CH:12]=[CH:11][C:10]([NH:13][C:14]2[CH:19]=[CH:18][CH:17]=[C:16]([OH:20])[CH:15]=2)=[CH:9][CH:8]=1.[CH2:21]([O:23][C:24]([C:26]1[C:27]2[S:35][CH:34]=[C:33]([CH2:36]Br)[C:28]=2[C:29]([Cl:32])=[N:30][CH:31]=1)=[O:25])[CH3:22], predict the reaction product. The product is: [CH2:21]([O:23][C:24]([C:26]1[C:27]2[S:35][CH:34]=[C:33]([CH2:36][O:20][C:16]3[CH:17]=[CH:18][CH:19]=[C:14]([NH:13][C:10]4[CH:9]=[CH:8][CH:7]=[CH:12][CH:11]=4)[CH:15]=3)[C:28]=2[C:29]([Cl:32])=[N:30][CH:31]=1)=[O:25])[CH3:22]. (2) Given the reactants [NH2:1][C:2]1[CH:3]=[CH:4][C:5]([CH3:26])=[C:6]([C:8]([C:10]2[CH:15]=[CH:14][C:13]([NH:16][C:17]3[CH:22]=[CH:21][C:20]([F:23])=[CH:19][C:18]=3[F:24])=[CH:12][C:11]=2[Cl:25])=[O:9])[CH:7]=1.[CH:27]([N:30]=[C:31]=[O:32])([CH3:29])[CH3:28], predict the reaction product. The product is: [Cl:25][C:11]1[CH:12]=[C:13]([NH:16][C:17]2[CH:22]=[CH:21][C:20]([F:23])=[CH:19][C:18]=2[F:24])[CH:14]=[CH:15][C:10]=1[C:8]([C:6]1[CH:7]=[C:2]([NH:1][C:31]([NH:30][CH:27]([CH3:29])[CH3:28])=[O:32])[CH:3]=[CH:4][C:5]=1[CH3:26])=[O:9]. (3) Given the reactants [CH3:1][C:2]1[O:6][C:5]([C:7]2[CH:16]=[C:15]3[C:10]([C:11](=O)[NH:12][CH:13]=[N:14]3)=[CH:9][CH:8]=2)=[N:4][N:3]=1.P(Cl)(Cl)([Cl:20])=O, predict the reaction product. The product is: [Cl:20][C:11]1[C:10]2[C:15](=[CH:16][C:7]([C:5]3[O:6][C:2]([CH3:1])=[N:3][N:4]=3)=[CH:8][CH:9]=2)[N:14]=[CH:13][N:12]=1. (4) Given the reactants [N+:1]([C:4]1[CH:5]=[C:6]([CH:9]=[CH:10][CH:11]=1)[CH:7]=O)([O-:3])=[O:2].O=[C:13]([CH3:20])[CH2:14][C:15]([O:17][CH2:18][CH3:19])=[O:16].[NH3:21], predict the reaction product. The product is: [CH3:20][C:13]1[NH:21][C:13]([CH3:20])=[C:14]([C:15]([O:17][CH2:18][CH3:19])=[O:16])[CH:7]([C:6]2[CH:9]=[CH:10][CH:11]=[C:4]([N+:1]([O-:3])=[O:2])[CH:5]=2)[C:14]=1[C:15]([O:17][CH2:18][CH3:19])=[O:16]. (5) Given the reactants [NH2:1][C:2]1[C:15]([Br:16])=[CH:14][C:5]2[C:6]([C:9]([O:11]CC)=[O:10])=[CH:7][O:8][C:4]=2[CH:3]=1.O[Li].O.Cl, predict the reaction product. The product is: [NH2:1][C:2]1[C:15]([Br:16])=[CH:14][C:5]2[C:6]([C:9]([OH:11])=[O:10])=[CH:7][O:8][C:4]=2[CH:3]=1. (6) Given the reactants Br[C:2]1[CH:14]=[CH:13][C:5]([C:6]([O:8][C:9]([CH3:12])([CH3:11])[CH3:10])=[O:7])=[CH:4][C:3]=1[O:15][CH3:16].[CH3:17][O:18][C:19]([O:23][Si](C)(C)C)=[C:20]([CH3:22])[CH3:21], predict the reaction product. The product is: [CH3:16][O:15][C:3]1[CH:4]=[C:5]([CH:13]=[CH:14][C:2]=1[C:20]([CH3:22])([CH3:21])[C:19]([O:18][CH3:17])=[O:23])[C:6]([O:8][C:9]([CH3:12])([CH3:11])[CH3:10])=[O:7].